From a dataset of Forward reaction prediction with 1.9M reactions from USPTO patents (1976-2016). Predict the product of the given reaction. (1) Given the reactants [CH2:1]([N:3]([CH2:19][CH3:20])[CH2:4][CH2:5][N:6]1[CH2:11][CH2:10][C:9]2[NH:12][C:13]([CH:16]=O)=[C:14]([CH3:15])[C:8]=2[C:7]1=[O:18])[CH3:2].N1C=C[C:24]([C:27]2[CH:35]=[CH:34][CH:33]=[C:32]3[C:28]=2[CH2:29][C:30](=[O:36])[NH:31]3)=CC=1, predict the reaction product. The product is: [CH2:1]([N:3]([CH2:19][CH3:20])[CH2:4][CH2:5][N:6]1[CH2:11][CH2:10][C:9]2[NH:12][C:13]([CH:16]=[C:29]3[C:28]4[C:32](=[CH:33][CH:34]=[CH:35][C:27]=4[CH3:24])[NH:31][C:30]3=[O:36])=[C:14]([CH3:15])[C:8]=2[C:7]1=[O:18])[CH3:2]. (2) Given the reactants [CH2:1]([C@:8]1([C:23]([NH:25][CH:26]([C:29]2[CH:34]=[CH:33][CH:32]=[CH:31][CH:30]=2)[CH2:27][OH:28])=[O:24])[O:12][C:11](=[O:13])[N:10]([C@@H:14]([C:16]2[CH:21]=[CH:20][CH:19]=[CH:18][CH:17]=2)[CH3:15])[C:9]1=[O:22])[C:2]1[CH:7]=[CH:6][CH:5]=[CH:4][CH:3]=1.CC(OI1(OC(C)=O)(OC(C)=O)OC(=O)C2C=CC=CC1=2)=O.C(=O)(O)[O-].[Na+].S([O-])([O-])(=O)=S.[Na+].[Na+], predict the reaction product. The product is: [CH2:1]([C@:8]1([C:23]([NH:25][CH:26]([C:29]2[CH:34]=[CH:33][CH:32]=[CH:31][CH:30]=2)[CH:27]=[O:28])=[O:24])[O:12][C:11](=[O:13])[N:10]([C@@H:14]([C:16]2[CH:21]=[CH:20][CH:19]=[CH:18][CH:17]=2)[CH3:15])[C:9]1=[O:22])[C:2]1[CH:3]=[CH:4][CH:5]=[CH:6][CH:7]=1. (3) Given the reactants S=[C:2]1[C:7]([C:8](OCC)=[O:9])=[N:6][N:5]([CH2:13][C:14]2[CH:19]=[CH:18][C:17]([N:20]3[CH:24]=[CH:23][CH:22]=[N:21]3)=[CH:16][CH:15]=2)[C:4]2[CH:25]=[CH:26][S:27][C:3]1=2.[NH2:28][NH2:29], predict the reaction product. The product is: [N:20]1([C:17]2[CH:18]=[CH:19][C:14]([CH2:13][N:5]3[C:4]4[CH:25]=[CH:26][S:27][C:3]=4[C:2]4=[N:28][NH:29][C:8](=[O:9])[C:7]4=[N:6]3)=[CH:15][CH:16]=2)[CH:24]=[CH:23][CH:22]=[N:21]1. (4) Given the reactants [OH:1][NH:2][C:3]([C:5]1[C:10]([CH3:11])=[CH:9][CH:8]=[CH:7][N:6]=1)=[NH:4].[CH3:12][O:13][C:14]1[C:22]([O:23][CH3:24])=[CH:21][CH:20]=[C:16]([C:17](O)=O)[C:15]=1[OH:25], predict the reaction product. The product is: [CH3:12][O:13][C:14]1[C:22]([O:23][CH3:24])=[CH:21][CH:20]=[C:16]([C:17]2[O:1][N:2]=[C:3]([C:5]3[C:10]([CH3:11])=[CH:9][CH:8]=[CH:7][N:6]=3)[N:4]=2)[C:15]=1[OH:25]. (5) Given the reactants [C:1]([C:5]1[CH:13]=[C:12]2[C:8]([CH2:9][CH:10]([CH3:15])[C:11]2=O)=[C:7]([C:16]2[CH:21]=[CH:20][C:19]([C:22]([CH3:25])([CH3:24])[CH3:23])=[CH:18][CH:17]=2)[C:6]=1[O:26][CH3:27])([CH3:4])([CH3:3])[CH3:2].[BH4-].[Na+].CO.CC1C=CC(S(O)(=O)=O)=CC=1, predict the reaction product. The product is: [C:1]([C:5]1[CH:13]=[C:12]2[C:8](=[C:7]([C:16]3[CH:21]=[CH:20][C:19]([C:22]([CH3:25])([CH3:24])[CH3:23])=[CH:18][CH:17]=3)[C:6]=1[O:26][CH3:27])[CH2:9][C:10]([CH3:15])=[CH:11]2)([CH3:4])([CH3:3])[CH3:2]. (6) Given the reactants COC(=O)C(O)=CC(=O)N(CC1C=CC(F)=CC=1)C.C=O.[F:22][C:23]1[CH:28]=[CH:27][CH:26]=[CH:25][C:24]=1[CH2:29][CH2:30][NH2:31].[F:32][C:33]1[CH:51]=[CH:50][C:36]([CH2:37][N:38]([CH3:49])[C:39]([C:41]2[CH2:42]N(C)[C:44](=[O:47])[C:45]=2[OH:46])=[O:40])=[CH:35][CH:34]=1, predict the reaction product. The product is: [F:32][C:33]1[CH:51]=[CH:50][C:36]([CH2:37][N:38]([CH3:49])[C:39]([C:41]2[CH2:42][N:31]([CH2:30][CH2:29][C:24]3[CH:25]=[CH:26][CH:27]=[CH:28][C:23]=3[F:22])[C:44](=[O:47])[C:45]=2[OH:46])=[O:40])=[CH:35][CH:34]=1. (7) The product is: [CH2:1]([O:8][C:9]([N:11]1[CH2:16][CH2:15][CH:14]([C:17]2[CH:18]=[CH:27][C:26]3[C:21](=[N:22][CH:23]=[CH:24][CH:25]=3)[N:20]=2)[CH2:13][CH2:12]1)=[O:10])[C:2]1[CH:7]=[CH:6][CH:5]=[CH:4][CH:3]=1. Given the reactants [CH2:1]([O:8][C:9]([N:11]1[CH2:16][CH2:15][CH:14]([C:17](=O)[CH3:18])[CH2:13][CH2:12]1)=[O:10])[C:2]1[CH:7]=[CH:6][CH:5]=[CH:4][CH:3]=1.[NH2:20][C:21]1[C:26]([CH:27]=O)=[CH:25][CH:24]=[CH:23][N:22]=1.N1CCC[C@H]1C(O)=O, predict the reaction product. (8) Given the reactants [NH:1]1[C:5]2[CH:6]=[CH:7][CH:8]=[CH:9][C:4]=2[N:3]=[C:2]1[CH:10]1[CH2:15][CH2:14][CH2:13][CH:12]([NH:16][C:17]([C:19]2[CH:28]=[CH:27][C:22]3OC[CH2:25][O:26][C:21]=3[CH:20]=2)=[O:18])[CH2:11]1.Br[CH2:30][CH2:31][O:32][Si:33]([C:36]([CH3:39])([CH3:38])[CH3:37])([CH3:35])[CH3:34].[C:40](=O)([O-])[O-:41].[K+].[K+], predict the reaction product. The product is: [Si:33]([O:32][CH2:31][CH2:30][N:3]1[C:4]2[CH:9]=[CH:8][CH:7]=[CH:6][C:5]=2[N:1]=[C:2]1[CH:10]1[CH2:15][CH2:14][CH2:13][CH:12]([NH:16][C:17](=[O:18])[C:19]2[CH:28]=[C:27]([O:41][CH3:40])[CH:22]=[C:21]([O:26][CH3:25])[CH:20]=2)[CH2:11]1)([C:36]([CH3:39])([CH3:38])[CH3:37])([CH3:35])[CH3:34]. (9) Given the reactants CC(OI1(OC(C)=O)(OC(C)=O)OC(=O)C2C=CC=CC1=2)=O.[OH:23][CH:24]1[CH2:28][CH2:27][CH:26]([NH:29][C:30](=[O:39])[O:31][CH2:32][C:33]2[CH:38]=[CH:37][CH:36]=[CH:35][CH:34]=2)[C:25]1([CH3:41])[CH3:40], predict the reaction product. The product is: [CH3:40][C:25]1([CH3:41])[C:24](=[O:23])[CH2:28][CH2:27][CH:26]1[NH:29][C:30](=[O:39])[O:31][CH2:32][C:33]1[CH:38]=[CH:37][CH:36]=[CH:35][CH:34]=1.